Dataset: Full USPTO retrosynthesis dataset with 1.9M reactions from patents (1976-2016). Task: Predict the reactants needed to synthesize the given product. The reactants are: I([O-])(=O)(=O)=[O:2].[Na+].[CH2:7]([N:14]1[C:19](=[O:20])[C:18]2=[C:21]([Cl:24])[CH:22]=[CH:23][N:17]2[N:16]=[C:15]1[CH:25]=CN(C)C)[C:8]1[CH:13]=[CH:12][CH:11]=[CH:10][CH:9]=1. Given the product [CH2:7]([N:14]1[C:19](=[O:20])[C:18]2=[C:21]([Cl:24])[CH:22]=[CH:23][N:17]2[N:16]=[C:15]1[CH:25]=[O:2])[C:8]1[CH:13]=[CH:12][CH:11]=[CH:10][CH:9]=1, predict the reactants needed to synthesize it.